This data is from Full USPTO retrosynthesis dataset with 1.9M reactions from patents (1976-2016). The task is: Predict the reactants needed to synthesize the given product. (1) Given the product [CH3:1][O:2][C:3](=[O:20])[C:4]1[CH:9]=[CH:8][C:7]([CH3:10])=[C:6]([N:11]2[C:16](=[O:17])[CH:15]=[C:14]([O:18][CH2:23][C:24]3[N:25]=[C:26]([CH3:29])[S:27][CH:28]=3)[N:13]=[C:12]2[CH3:19])[CH:5]=1, predict the reactants needed to synthesize it. The reactants are: [CH3:1][O:2][C:3](=[O:20])[C:4]1[CH:9]=[CH:8][C:7]([CH3:10])=[C:6]([N:11]2[C:16](=[O:17])[CH:15]=[C:14]([OH:18])[N:13]=[C:12]2[CH3:19])[CH:5]=1.Cl.Cl[CH2:23][C:24]1[N:25]=[C:26]([CH3:29])[S:27][CH:28]=1.C(=O)([O-])[O-].[K+].[K+].C1OCCOCCOCCOCCOCCOC1. (2) Given the product [NH2:22][C:23]1[C:33]([F:21])=[C:32]([Cl:34])[C:31]([C:35]([F:38])([F:36])[F:37])=[CH:30][C:24]=1[C:25]([O:27][CH2:28][CH3:29])=[O:26], predict the reactants needed to synthesize it. The reactants are: [B-](F)(F)(F)F.[B-](F)(F)(F)F.C1[N+]2(CCl)CC[N+]([F:21])(CC2)C1.[NH2:22][C:23]1[CH:33]=[C:32]([Cl:34])[C:31]([C:35]([F:38])([F:37])[F:36])=[CH:30][C:24]=1[C:25]([O:27][CH2:28][CH3:29])=[O:26]. (3) Given the product [F:18][C:14]1[CH:13]=[C:12]([N:11]2[CH2:34][C@H:35]([CH2:36][OH:32])[O:3][C:1]2=[O:2])[CH:17]=[CH:16][CH:15]=1, predict the reactants needed to synthesize it. The reactants are: [C:1]([NH:11][C:12]1[CH:17]=[CH:16][CH:15]=[C:14]([F:18])[CH:13]=1)([O:3]CC1C=CC=CC=1)=[O:2].[Li]CCCC.CCCCCC.[Cl-].[NH4+].[O:32]1[CH2:36][CH2:35][CH2:34]C1. (4) Given the product [O:30]1[C:31]2[CH:37]=[CH:36][CH:35]=[CH:34][C:32]=2[N:33]=[C:29]1[C@@H:25]1[CH2:26][CH2:27][CH2:28][N:24]1[C:14](=[O:16])[C@H:13]([CH2:17][C:18]1[CH:19]=[CH:20][CH:21]=[CH:22][CH:23]=1)[CH2:12][N:9]([OH:8])[CH:10]=[O:11], predict the reactants needed to synthesize it. The reactants are: C([O:8][N:9]([CH2:12][C@@H:13]([CH2:17][C:18]1[CH:23]=[CH:22][CH:21]=[CH:20][CH:19]=1)[C:14]([OH:16])=O)[CH:10]=[O:11])C1C=CC=CC=1.[NH:24]1[CH2:28][CH2:27][CH2:26][C@H:25]1[C:29]1[O:30][C:31]2[CH:37]=[CH:36][CH:35]=[CH:34][C:32]=2[N:33]=1.